From a dataset of Catalyst prediction with 721,799 reactions and 888 catalyst types from USPTO. Predict which catalyst facilitates the given reaction. (1) Reactant: [CH3:1][O:2][C:3]([C@@H:5]1[CH2:32][C@@H:31]2[CH2:33][N:6]1[C:7](=[O:45])[C@H:8]([CH:36]1[CH2:44][C:43]3[C:38](=[CH:39][CH:40]=[CH:41][CH:42]=3)[CH2:37]1)[NH:9][C:10](=[O:35])[O:11][C@@H:12]1[CH2:34][C@H:13]1[CH2:14][CH2:15][CH2:16][CH2:17][CH2:18][C:19]1[C:20]([O:30]2)=[N:21][C:22]2[CH:23]=[CH:24][CH:25]=[CH:26][C:27]=2[C:28]=1[OH:29])=[O:4].C1(P(C2C=CC=CC=2)C2C=CC=CC=2)C=CC=CC=1.[CH3:65][N:66]([CH3:71])[CH2:67][CH2:68][CH2:69]O.N(C(OC(C)C)=O)=NC(OC(C)C)=O. Product: [CH3:1][O:2][C:3]([C@@H:5]1[CH2:32][C@@H:31]2[CH2:33][N:6]1[C:7](=[O:45])[C@H:8]([CH:36]1[CH2:37][C:38]3[C:43](=[CH:42][CH:41]=[CH:40][CH:39]=3)[CH2:44]1)[NH:9][C:10](=[O:35])[O:11][C@@H:12]1[CH2:34][C@H:13]1[CH2:14][CH2:15][CH2:16][CH2:17][CH2:18][C:19]1[C:20]([O:30]2)=[N:21][C:22]2[CH:23]=[CH:24][CH:25]=[CH:26][C:27]=2[C:28]=1[O:29][CH2:69][CH2:68][CH2:67][N:66]([CH3:71])[CH3:65])=[O:4]. The catalyst class is: 1. (2) Reactant: [CH3:1][O:2][C:3]1[CH:8]=[CH:7][C:6]([N+:9]([O-])=O)=[CH:5][CH:4]=1.O.O.[Sn](Cl)Cl. Product: [CH3:1][O:2][C:3]1[CH:8]=[CH:7][C:6]([NH2:9])=[CH:5][CH:4]=1. The catalyst class is: 1. (3) Reactant: [C:1]([Si:5]([C:41]1[CH:46]=[CH:45][CH:44]=[CH:43][CH:42]=1)([C:35]1[CH:40]=[CH:39][CH:38]=[CH:37][CH:36]=1)[O:6][CH2:7][C:8]([NH:12][C:13]([C:15]1[N:19]2[CH:20]=[CH:21][CH:22]=[C:23]([O:24][CH2:25][C:26]3[C:31]([F:32])=[CH:30][CH:29]=[CH:28][C:27]=3[F:33])[C:18]2=[N:17][C:16]=1[CH3:34])=[O:14])([C:10]#[N:11])[CH3:9])([CH3:4])([CH3:3])[CH3:2].C[Sn]([N:51]=[N+:52]=[N-:53])(C)C.Cl.[OH-].[Na+]. Product: [C:1]([Si:5]([C:35]1[CH:40]=[CH:39][CH:38]=[CH:37][CH:36]=1)([C:41]1[CH:42]=[CH:43][CH:44]=[CH:45][CH:46]=1)[O:6][CH2:7][C:8]([NH:12][C:13]([C:15]1[N:19]2[CH:20]=[CH:21][CH:22]=[C:23]([O:24][CH2:25][C:26]3[C:31]([F:32])=[CH:30][CH:29]=[CH:28][C:27]=3[F:33])[C:18]2=[N:17][C:16]=1[CH3:34])=[O:14])([C:10]1[N:51]=[N:52][NH:53][N:11]=1)[CH3:9])([CH3:2])([CH3:3])[CH3:4]. The catalyst class is: 224.